From a dataset of Catalyst prediction with 721,799 reactions and 888 catalyst types from USPTO. Predict which catalyst facilitates the given reaction. (1) Reactant: [CH3:1][N:2]1[CH2:6][CH2:5][CH2:4][CH:3]1[CH2:7][CH2:8][N:9]1[CH2:14][CH2:13][S:12][C:11]2[CH:15]=[C:16]([NH2:19])[CH:17]=[CH:18][C:10]1=2.I.[S:21]1[CH:25]=[CH:24][CH:23]=[C:22]1[C:26](SC)=[NH:27]. Product: [CH3:1][N:2]1[CH2:6][CH2:5][CH2:4][CH:3]1[CH2:7][CH2:8][N:9]1[CH2:14][CH2:13][S:12][C:11]2[CH:15]=[C:16]([NH:19][C:26]([C:22]3[S:21][CH:25]=[CH:24][CH:23]=3)=[NH:27])[CH:17]=[CH:18][C:10]1=2. The catalyst class is: 8. (2) Reactant: [OH-].[Na+].C([O:5][C:6](=[O:28])[CH2:7][C:8]1[CH:13]=[CH:12][C:11]([NH:14][C:15]([C:17]2[O:18][C:19]([C:22]3[CH:27]=[CH:26][CH:25]=[CH:24][CH:23]=3)=[CH:20][CH:21]=2)=[O:16])=[CH:10][CH:9]=1)C. Product: [C:22]1([C:19]2[O:18][C:17]([C:15]([NH:14][C:11]3[CH:10]=[CH:9][C:8]([CH2:7][C:6]([OH:28])=[O:5])=[CH:13][CH:12]=3)=[O:16])=[CH:21][CH:20]=2)[CH:23]=[CH:24][CH:25]=[CH:26][CH:27]=1. The catalyst class is: 97. (3) Reactant: Br[C:2]1[CH:7]=[CH:6][C:5]([C:8]2[CH:13]=[CH:12][CH:11]=[CH:10][N:9]=2)=[CH:4][CH:3]=1.C([Li])CCC.Cl[Si:20]([CH:27]([CH3:29])[CH3:28])([CH:24]([CH3:26])[CH3:25])[CH:21]([CH3:23])[CH3:22]. Product: [CH:21]([Si:20]([CH:27]([CH3:29])[CH3:28])([CH:24]([CH3:26])[CH3:25])[C:2]1[CH:7]=[CH:6][C:5]([C:8]2[CH:13]=[CH:12][CH:11]=[CH:10][N:9]=2)=[CH:4][CH:3]=1)([CH3:23])[CH3:22]. The catalyst class is: 1. (4) Reactant: [CH2:1]([O:8][C:9](=[O:15])[CH2:10][CH2:11][C:12]([OH:14])=O)[C:2]1[CH:7]=[CH:6][CH:5]=[CH:4][CH:3]=1.CCN=C=NCCCN(C)C.C1C=NC2N(O)N=NC=2C=1.[NH2:37][C@H:38]([CH2:43][C:44]1[CH:49]=[CH:48][C:47]([C:50]2[CH:55]=[CH:54][CH:53]=[C:52]([Cl:56])[CH:51]=2)=[CH:46][CH:45]=1)[CH2:39][C:40]([OH:42])=[O:41].CCN(C(C)C)C(C)C. Product: [CH2:1]([O:8][C:9](=[O:15])[CH2:10][CH2:11][C:12]([NH:37][C@H:38]([CH2:43][C:44]1[CH:49]=[CH:48][C:47]([C:50]2[CH:55]=[CH:54][CH:53]=[C:52]([Cl:56])[CH:51]=2)=[CH:46][CH:45]=1)[CH2:39][C:40]([OH:42])=[O:41])=[O:14])[C:2]1[CH:3]=[CH:4][CH:5]=[CH:6][CH:7]=1. The catalyst class is: 18. (5) Reactant: [NH:1]1[CH:5]=[CH:4][CH:3]=[N:2]1.[CH2:6]([Li])CCC.[CH3:11][C:12]1([CH3:18])[CH2:16][CH2:15][CH2:14][C:13]1=[O:17]. Product: [CH3:11][C:12]1([CH3:18])[CH2:16][CH2:15][CH2:14][C:13]1([C:3]1[N:2]([CH3:6])[N:1]=[CH:5][CH:4]=1)[OH:17]. The catalyst class is: 1. (6) Reactant: [CH3:1][C:2]1[CH:3]=[C:4]([CH:18]=[CH:19][C:20]=1[CH3:21])[C:5]([C:7]1[C:16](=[O:17])[C:15]2[C:10](=[CH:11][CH:12]=[CH:13][N:14]=2)[NH:9][CH:8]=1)=[O:6].[H-].[Na+].[Br:24][C:25]1[CH:30]=[CH:29][CH:28]=[C:27]([CH2:31]Br)[N:26]=1.O. Product: [Br:24][C:25]1[N:26]=[C:27]([CH2:31][N:9]2[C:10]3[C:15](=[N:14][CH:13]=[CH:12][CH:11]=3)[C:16](=[O:17])[C:7]([C:5](=[O:6])[C:4]3[CH:18]=[CH:19][C:20]([CH3:21])=[C:2]([CH3:1])[CH:3]=3)=[CH:8]2)[CH:28]=[CH:29][CH:30]=1. The catalyst class is: 9.